From a dataset of Forward reaction prediction with 1.9M reactions from USPTO patents (1976-2016). Predict the product of the given reaction. (1) Given the reactants [C:1]([O:5][C:6]([N:8]1[CH2:13][CH2:12][CH:11]([C:14]([OH:16])=[O:15])[CH2:10][CH2:9]1)=[O:7])([CH3:4])([CH3:3])[CH3:2].[C:17]([O-])([O-])=O.[K+].[K+].IC, predict the reaction product. The product is: [N:8]1([C:6]([O:5][C:1]([CH3:4])([CH3:2])[CH3:3])=[O:7])[CH2:13][CH2:12][CH:11]([C:14]([O:16][CH3:17])=[O:15])[CH2:10][CH2:9]1. (2) Given the reactants [C:1]([CH:3]([CH2:7][C:8]1[CH:9]=[N:10][C:11]([O:14][CH2:15][CH2:16][O:17][C:18]2[C:23]([Cl:24])=[CH:22][C:21]([CH3:25])=[CH:20][C:19]=2[Cl:26])=[CH:12][CH:13]=1)[C:4]([OH:6])=O)#[N:2].C1C=CC2N(O)N=NC=2C=1.CCN(C(C)C)C(C)C.CCN=C=NCCCN(C)C.Cl.[Cl:58][C:59]1[CH:69]=[CH:68][C:67]([CH2:70][CH2:71][CH2:72][O:73][CH3:74])=[CH:66][C:60]=1[CH2:61][NH:62][CH:63]1[CH2:65][CH2:64]1, predict the reaction product. The product is: [Cl:58][C:59]1[CH:69]=[CH:68][C:67]([CH2:70][CH2:71][CH2:72][O:73][CH3:74])=[CH:66][C:60]=1[CH2:61][N:62]([CH:63]1[CH2:64][CH2:65]1)[C:4](=[O:6])[CH:3]([C:1]#[N:2])[CH2:7][C:8]1[CH:9]=[N:10][C:11]([O:14][CH2:15][CH2:16][O:17][C:18]2[C:23]([Cl:24])=[CH:22][C:21]([CH3:25])=[CH:20][C:19]=2[Cl:26])=[CH:12][CH:13]=1. (3) Given the reactants [CH3:1][O:2][C:3](=[O:20])[CH2:4][C:5]1[CH:10]=[CH:9][C:8]([NH:11][CH2:12][C:13](OC)=[O:14])=[C:7]([N+:17]([O-])=O)[CH:6]=1, predict the reaction product. The product is: [O:14]=[C:13]1[NH:17][C:7]2[C:8](=[CH:9][CH:10]=[C:5]([CH2:4][C:3]([O:2][CH3:1])=[O:20])[CH:6]=2)[NH:11][CH2:12]1. (4) Given the reactants Cl[C:2]1[N:7]=[CH:6][C:5]([Cl:8])=[CH:4][N:3]=1.[NH2:9][CH2:10][C@@H:11]1[C@H:16]([CH3:17])[CH2:15][CH2:14][CH2:13][N:12]1[C:18]([C:20]1[N:21]=[C:22]([CH3:32])[S:23][C:24]=1[C:25]1[CH:30]=[CH:29][C:28]([F:31])=[CH:27][CH:26]=1)=[O:19], predict the reaction product. The product is: [Cl:8][C:5]1[CH:4]=[N:3][C:2]([NH:9][CH2:10][C@H:11]2[C@H:16]([CH3:17])[CH2:15][CH2:14][CH2:13][N:12]2[C:18]([C:20]2[N:21]=[C:22]([CH3:32])[S:23][C:24]=2[C:25]2[CH:26]=[CH:27][C:28]([F:31])=[CH:29][CH:30]=2)=[O:19])=[N:7][CH:6]=1.